Dataset: Catalyst prediction with 721,799 reactions and 888 catalyst types from USPTO. Task: Predict which catalyst facilitates the given reaction. (1) Reactant: [NH2:1][C:2]([CH3:18])([CH2:5][O:6][C:7]1[CH:8]=[CH:9][C:10]2[CH2:14][O:13][B:12]([OH:15])[C:11]=2[C:16]=1[I:17])[C:3]#[N:4].CCN(C(C)C)C(C)C.[F:28][C:29]([F:41])([F:40])[O:30][C:31]1[CH:39]=[CH:38][C:34]([C:35](O)=[O:36])=[CH:33][CH:32]=1.Cl. Product: [C:3]([C:2]([NH:1][C:35](=[O:36])[C:34]1[CH:38]=[CH:39][C:31]([O:30][C:29]([F:28])([F:40])[F:41])=[CH:32][CH:33]=1)([CH3:18])[CH2:5][O:6][C:7]1[CH:8]=[CH:9][C:10]2[CH2:14][O:13][B:12]([OH:15])[C:11]=2[C:16]=1[I:17])#[N:4]. The catalyst class is: 1. (2) Reactant: [OH:1][CH2:2][CH:3]1[CH:8]([CH2:9][OH:10])[C@H:7]2[N:11]([C:12]([O:14][CH2:15][C:16]3[CH:21]=[CH:20][CH:19]=[CH:18][CH:17]=3)=[O:13])[C@@H:4]1[CH2:5][CH2:6]2.CCN(CC)CC.[CH3:29][S:30](Cl)(=[O:32])=[O:31]. Product: [CH3:29][S:30]([O:10][CH2:9][CH:8]1[CH:3]([CH2:2][O:1][S:30]([CH3:29])(=[O:32])=[O:31])[C@H:4]2[N:11]([C:12]([O:14][CH2:15][C:16]3[CH:17]=[CH:18][CH:19]=[CH:20][CH:21]=3)=[O:13])[C@@H:7]1[CH2:6][CH2:5]2)(=[O:32])=[O:31]. The catalyst class is: 2.